From a dataset of CYP3A4 inhibition data for predicting drug metabolism from PubChem BioAssay. Regression/Classification. Given a drug SMILES string, predict its absorption, distribution, metabolism, or excretion properties. Task type varies by dataset: regression for continuous measurements (e.g., permeability, clearance, half-life) or binary classification for categorical outcomes (e.g., BBB penetration, CYP inhibition). Dataset: cyp3a4_veith. (1) The molecule is COC(=O)[C@@]1(Cc2ccc(OC)cc2)[C@H]2c3cc(C(=O)N(C)C)n(CCN4CNCC4=O)c3C[C@H]2CN1C(=O)c1ccccc1. The result is 1 (inhibitor). (2) The compound is COc1cccc([C@@H]2Oc3ccc(OC)cc3/C(=N/O[C@@H](C)c3cn([C@H]4COC[C@H]4O)nn3)[C@@H]2O)c1. The result is 1 (inhibitor). (3) The drug is COC(=O)COc1ccc(C2NC(=O)NC(c3ccccc3)=C2C(C)=O)cc1OC. The result is 0 (non-inhibitor). (4) The compound is COc1cccc(Nc2ncc3nc(-c4ccccc4)c(=O)n(C)c3n2)c1. The result is 0 (non-inhibitor).